Dataset: Reaction yield outcomes from USPTO patents with 853,638 reactions. Task: Predict the reaction yield, written as a fraction of the theoretical maximum amount of product (1.0 means a 100% yield; for example, 0.34 means a 34% yield). (1) The reactants are [C:1]([NH:4][C:5]1[C:13]([Cl:14])=[CH:12][C:8]([C:9]([OH:11])=O)=[C:7]([O:15][CH3:16])[CH:6]=1)(=[O:3])[CH3:2].[F:17][C:18]([F:31])([F:30])[C:19]1[CH:20]=[C:21]([CH:23]=[C:24]([C:26]([F:29])([F:28])[F:27])[CH:25]=1)[NH2:22]. No catalyst specified. The product is [C:1]([NH:4][C:5]1[C:13]([Cl:14])=[CH:12][C:8]([C:9]([NH:22][C:21]2[CH:23]=[C:24]([C:26]([F:27])([F:28])[F:29])[CH:25]=[C:19]([C:18]([F:17])([F:30])[F:31])[CH:20]=2)=[O:11])=[C:7]([O:15][CH3:16])[CH:6]=1)(=[O:3])[CH3:2]. The yield is 0.238. (2) The reactants are CCCP(=O)=O.[CH2:7]([O:9][C:10]([C:12]1[N:13]([CH3:20])[N:14]=[CH:15][C:16]=1[C:17]([OH:19])=O)=[O:11])[CH3:8].[NH:21]1[CH2:24][CH2:23][CH2:22]1.C(N(CC)C(C)C)(C)C. The catalyst is C(OCC)(=O)C. The product is [CH2:7]([O:9][C:10]([C:12]1[N:13]([CH3:20])[N:14]=[CH:15][C:16]=1[C:17]([N:21]1[CH2:24][CH2:23][CH2:22]1)=[O:19])=[O:11])[CH3:8]. The yield is 0.990. (3) The reactants are F[C:2]1[CH:9]=[CH:8][C:5]([C:6]#[N:7])=[CH:4][C:3]=1[C:10]([F:13])([F:12])[F:11].[NH:14]1[CH2:19][CH2:18][O:17][CH2:16][CH2:15]1.C(=O)([O-])[O-].[K+].[K+]. The catalyst is CS(C)=O. The product is [O:17]1[CH2:18][CH2:19][N:14]([C:2]2[CH:9]=[CH:8][C:5]([C:6]#[N:7])=[CH:4][C:3]=2[C:10]([F:13])([F:12])[F:11])[CH2:15][CH2:16]1. The yield is 0.850. (4) The catalyst is O1CCOCC1. The product is [Cl:4][C:5]1[N:6]=[CH:7][N:8]=[C:9]2[NH:2][N:3]=[CH:11][C:10]=12. The yield is 0.830. The reactants are O.[NH2:2][NH2:3].[Cl:4][C:5]1[C:10]([CH:11]=O)=[C:9](Cl)[N:8]=[CH:7][N:6]=1.C(N(CC)CC)C. (5) The reactants are F[C:2]1[CH:8]=[CH:7][C:6]([N+:9]([O-:11])=[O:10])=[CH:5][C:3]=1[NH2:4].[O:12]1[CH2:16][CH2:15][CH:14]([OH:17])[CH2:13]1.CC(C)([O-])C.[K+]. The catalyst is CC(O)(C)C.CN(C=O)C.CCOC(C)=O. The product is [N+:9]([C:6]1[CH:7]=[CH:8][C:2]([O:17][CH:14]2[CH2:15][CH2:16][O:12][CH2:13]2)=[C:3]([CH:5]=1)[NH2:4])([O-:11])=[O:10]. The yield is 0.350. (6) The reactants are [CH3:1][C:2]1([CH3:21])[CH2:7][C:6](=[O:8])[CH2:5]/[C:4](=[N:9]\[NH:10]S(C2C=CC(C)=CC=2)(=O)=O)/[CH2:3]1.[F:22][C:23]([F:34])([F:33])[C:24](O[C:24](=O)[C:23]([F:34])([F:33])[F:22])=O.C1COCC1.C(N(CC)CC)C. The catalyst is [NH4+].[Cl-].O.CO. The product is [CH3:21][C:2]1([CH3:1])[CH2:3][C:4]2[NH:9][N:10]=[C:24]([C:23]([F:34])([F:33])[F:22])[C:5]=2[C:6](=[O:8])[CH2:7]1. The yield is 0.116.